Dataset: Catalyst prediction with 721,799 reactions and 888 catalyst types from USPTO. Task: Predict which catalyst facilitates the given reaction. (1) Reactant: B(Br)(Br)Br.[CH:5]1([N:11]2[CH2:15][CH2:14][CH:13]([CH2:16][C:17]3[C:26]4[C:21](=[CH:22][CH:23]=[CH:24][CH:25]=4)[C:20]([O:27]C)=[CH:19][CH:18]=3)[C:12]2=[O:29])[CH2:10][CH2:9][CH2:8][CH2:7][CH2:6]1. Product: [CH:5]1([N:11]2[CH2:15][CH2:14][CH:13]([CH2:16][C:17]3[C:26]4[C:21](=[CH:22][CH:23]=[CH:24][CH:25]=4)[C:20]([OH:27])=[CH:19][CH:18]=3)[C:12]2=[O:29])[CH2:6][CH2:7][CH2:8][CH2:9][CH2:10]1. The catalyst class is: 2. (2) Reactant: [Cl:1][CH2:2][CH2:3][CH2:4][Si:5](Cl)([CH3:7])[CH3:6].[CH2:9]([Mg]Cl)[C:10](=[CH2:12])[CH3:11]. Product: [Cl:1][CH2:2][CH2:3][CH2:4][Si:5]([CH3:7])([CH3:6])[CH2:9][C:10](=[CH2:12])[CH3:11]. The catalyst class is: 1. (3) Reactant: Cl.[Cl:2][C:3]1[CH:8]=[CH:7][CH:6]=[CH:5][C:4]=1[CH:9]1[N:13]([C:14]2[CH:19]=[CH:18][C:17]([N:20]3[CH2:25][CH2:24][NH:23][CH2:22][CH2:21]3)=[CH:16][CH:15]=2)[N:12]=[C:11]([C:26]([C:32]([F:35])([F:34])[F:33])([C:28]([F:31])([F:30])[F:29])[OH:27])[CH2:10]1.[CH:36]1([S:39](Cl)(=[O:41])=[O:40])[CH2:38][CH2:37]1.C(N(CC)CC)C. Product: [Cl:2][C:3]1[CH:8]=[CH:7][CH:6]=[CH:5][C:4]=1[CH:9]1[N:13]([C:14]2[CH:15]=[CH:16][C:17]([N:20]3[CH2:25][CH2:24][N:23]([S:39]([CH:36]4[CH2:38][CH2:37]4)(=[O:41])=[O:40])[CH2:22][CH2:21]3)=[CH:18][CH:19]=2)[N:12]=[C:11]([C:26]([C:28]([F:30])([F:31])[F:29])([C:32]([F:33])([F:35])[F:34])[OH:27])[CH2:10]1. The catalyst class is: 4. (4) Reactant: [Cl:1][C:2]1[CH:7]=[C:6]([N:8]=[C:9]=[S:10])[CH:5]=[C:4]([Cl:11])[C:3]=1[C:12]1[CH:13]=[CH:14][C:15]([O:18][CH3:19])=[N:16][CH:17]=1.[N:20]#[C:21][NH2:22].[Na].[CH3:24]I. Product: [Cl:1][C:2]1[CH:7]=[C:6]([NH:8][CH:9]([S:10][CH3:24])[NH:20][C:21]#[N:22])[CH:5]=[C:4]([Cl:11])[C:3]=1[C:12]1[CH:17]=[N:16][C:15]([O:18][CH3:19])=[CH:14][CH:13]=1. The catalyst class is: 5.